Dataset: Forward reaction prediction with 1.9M reactions from USPTO patents (1976-2016). Task: Predict the product of the given reaction. (1) Given the reactants [Cl:1][C:2]1[N:3]=[C:4]([N:13]2[CH2:18][CH2:17][O:16][CH2:15][CH2:14]2)[C:5]2[N:10]=[C:9]([CH:11]=O)[S:8][C:6]=2[N:7]=1.[O:19]1[CH2:22][CH:21]([CH:23]2[CH2:28][CH2:27][NH:26][CH2:25][CH2:24]2)[CH2:20]1.C(O[BH-](OC(=O)C)OC(=O)C)(=O)C.[Na+], predict the reaction product. The product is: [Cl:1][C:2]1[N:3]=[C:4]([N:13]2[CH2:18][CH2:17][O:16][CH2:15][CH2:14]2)[C:5]2[N:10]=[C:9]([CH2:11][N:26]3[CH2:27][CH2:28][CH:23]([CH:21]4[CH2:22][O:19][CH2:20]4)[CH2:24][CH2:25]3)[S:8][C:6]=2[N:7]=1. (2) Given the reactants O1CCOCC1.Cl[C:8]1[CH:13]=[C:12]([CH:14]([S:23][C:24]2[CH:29]=[CH:28][C:27]([Cl:30])=[CH:26][CH:25]=2)[C:15]2[CH:20]=[C:19]([F:21])[CH:18]=[CH:17][C:16]=2[F:22])[C:11]([Cl:31])=[CH:10][N:9]=1.[CH3:32][O:33][C:34]1[CH:35]=[C:36]([CH:39]=[CH:40][C:41]=1[O:42][CH3:43])[CH2:37][NH2:38], predict the reaction product. The product is: [Cl:31][C:11]1[C:12]([CH:14]([S:23][C:24]2[CH:25]=[CH:26][C:27]([Cl:30])=[CH:28][CH:29]=2)[C:15]2[CH:20]=[C:19]([F:21])[CH:18]=[CH:17][C:16]=2[F:22])=[CH:13][C:8]([NH:38][CH2:37][C:36]2[CH:39]=[CH:40][C:41]([O:42][CH3:43])=[C:34]([O:33][CH3:32])[CH:35]=2)=[N:9][CH:10]=1. (3) Given the reactants S(=O)(=O)(O)N.[O:6]([C:13]1[CH:20]=[CH:19][C:16]([CH:17]=[O:18])=[CH:15][CH:14]=1)[C:7]1[CH:12]=[CH:11][CH:10]=[CH:9][CH:8]=1.Cl([O-])=[O:22].[Na+], predict the reaction product. The product is: [O:6]([C:13]1[CH:14]=[CH:15][C:16]([C:17]([OH:22])=[O:18])=[CH:19][CH:20]=1)[C:7]1[CH:8]=[CH:9][CH:10]=[CH:11][CH:12]=1. (4) The product is: [O:34]([C:41]1[CH:42]=[C:43]([CH2:44][NH:45][C:4](=[O:6])[C:3]2[CH:7]=[CH:8][C:9]([NH2:11])=[N:10][C:2]=2[NH2:1])[CH:46]=[CH:47][CH:48]=1)[C:35]1[CH:36]=[CH:37][CH:38]=[CH:39][CH:40]=1. Given the reactants [NH2:1][C:2]1[N:10]=[C:9]([NH2:11])[CH:8]=[CH:7][C:3]=1[C:4]([OH:6])=O.ON1C2C=CC=CC=2N=N1.CCN=C=NCCCN(C)C.Cl.[O:34]([C:41]1[CH:42]=[C:43]([CH:46]=[CH:47][CH:48]=1)[CH2:44][NH2:45])[C:35]1[CH:40]=[CH:39][CH:38]=[CH:37][CH:36]=1, predict the reaction product.